From a dataset of Full USPTO retrosynthesis dataset with 1.9M reactions from patents (1976-2016). Predict the reactants needed to synthesize the given product. (1) Given the product [N:10]([C:3]1[C:4](=[O:9])[NH:5][C:6](=[O:8])[NH:7][C:2]=1[NH2:1])=[O:11], predict the reactants needed to synthesize it. The reactants are: [NH2:1][C:2]1[NH:7][C:6](=[O:8])[NH:5][C:4](=[O:9])[CH:3]=1.[N:10]([O-])=[O:11].[Na+].C(O)(=O)C. (2) Given the product [Br:1][C:2]1[C:3](=[O:28])[N:4]([CH2:19][C:20]2[O:24][C:23]([CH2:25][OH:26])=[CH:22][CH:21]=2)[C:5]([CH3:18])=[CH:6][C:7]=1[O:8][CH2:9][C:10]1[CH:15]=[CH:14][C:13]([F:16])=[CH:12][C:11]=1[F:17], predict the reactants needed to synthesize it. The reactants are: [Br:1][C:2]1[C:3](=[O:28])[N:4]([CH2:19][C:20]2[O:24][C:23]([C:25](O)=[O:26])=[CH:22][CH:21]=2)[C:5]([CH3:18])=[CH:6][C:7]=1[O:8][CH2:9][C:10]1[CH:15]=[CH:14][C:13]([F:16])=[CH:12][C:11]=1[F:17].CSC.B. (3) The reactants are: [N:1]12[CH2:8][CH2:7][CH:4]([CH2:5][CH2:6]1)[CH:3]([O:9][C:10]1[N:15]=[CH:14][C:13]([C:16]3[CH:22]=[CH:21][C:19]([NH2:20])=[CH:18][CH:17]=3)=[CH:12][N:11]=1)[CH2:2]2.[C:23]([OH:30])(=[O:29])/[CH:24]=[CH:25]/[C:26]([OH:28])=[O:27]. Given the product [C:23]([OH:30])(=[O:29])/[CH:24]=[CH:25]/[C:26]([OH:28])=[O:27].[N:1]12[CH2:6][CH2:5][CH:4]([CH2:7][CH2:8]1)[CH:3]([O:9][C:10]1[N:15]=[CH:14][C:13]([C:16]3[CH:22]=[CH:21][C:19]([NH2:20])=[CH:18][CH:17]=3)=[CH:12][N:11]=1)[CH2:2]2.[N:1]12[CH2:6][CH2:5][CH:4]([CH2:7][CH2:8]1)[CH:3]([O:9][C:10]1[N:15]=[CH:14][C:13]([C:16]3[CH:22]=[CH:21][C:19]([NH2:20])=[CH:18][CH:17]=3)=[CH:12][N:11]=1)[CH2:2]2, predict the reactants needed to synthesize it. (4) Given the product [I:1][C:2]1[C:3]2[C:27]3=[CH:28][C:6]([CH2:7][CH2:8][CH2:9][CH2:10][CH2:11][C:12]4[O:38][C:15]([NH:16][C@@H:17]([CH:35]([CH3:36])[CH3:37])[C:18](=[O:34])[N:19]5[CH2:29][C@H:22]([O:23][C:24]3=[N:25][CH:26]=1)[CH2:21][C@H:20]5[C:30]([OH:32])=[O:31])=[N:14][N:13]=4)=[CH:5][CH:4]=2, predict the reactants needed to synthesize it. The reactants are: [I:1][C:2]1[C:3]2[C:27]3=[CH:28][C:6]([CH2:7][CH2:8][CH2:9][CH2:10][CH2:11][C:12]4[O:38][C:15]([NH:16][C@@H:17]([CH:35]([CH3:37])[CH3:36])[C:18](=[O:34])[N:19]5[CH2:29][C@H:22]([O:23][C:24]3=[N:25][CH:26]=1)[CH2:21][C@H:20]5[C:30]([O:32]C)=[O:31])=[N:14][N:13]=4)=[CH:5][CH:4]=2.[Li+].[OH-].Cl. (5) Given the product [C:1]1([CH2:7][CH2:8][CH2:9][CH2:10][O:11][C:19]2[CH:20]=[CH:21][C:22]([N+:23]([O-:25])=[O:24])=[C:17]([N+:14]([O-:16])=[O:15])[CH:18]=2)[CH:6]=[CH:5][CH:4]=[CH:3][CH:2]=1, predict the reactants needed to synthesize it. The reactants are: [C:1]1([CH2:7][CH2:8][CH2:9][CH2:10][OH:11])[CH:6]=[CH:5][CH:4]=[CH:3][CH:2]=1.[H-].[Na+].[N+:14]([C:17]1[CH:18]=[C:19](Cl)[CH:20]=[CH:21][C:22]=1[N+:23]([O-:25])=[O:24])([O-:16])=[O:15]. (6) Given the product [C:1]([N:4]1[CH2:5][C:6]2[S:12][C:11]3[N:13]=[C:24]([CH3:35])[C:25]([CH:26]([CH2:32][CH2:33][CH3:34])[C:27]([O:29][CH2:30][CH3:31])=[O:28])=[C:14]([C:16]4[CH:21]=[CH:20][C:19]([CH3:22])=[CH:18][CH:17]=4)[C:10]=3[C:7]=2[CH2:8][CH2:9]1)(=[O:3])[CH3:2], predict the reactants needed to synthesize it. The reactants are: [C:1]([N:4]1[CH2:9][CH2:8][C:7]2[C:10]([C:14]([C:16]3[CH:21]=[CH:20][C:19]([CH3:22])=[CH:18][CH:17]=3)=O)=[C:11]([NH2:13])[S:12][C:6]=2[CH2:5]1)(=[O:3])[CH3:2].O=[C:24]([CH3:35])[CH2:25][CH:26]([CH2:32][CH2:33][CH3:34])[C:27]([O:29][CH2:30][CH3:31])=[O:28].Cl[Si](C)(C)C.O. (7) Given the product [OH:8][C:5]1[CH:6]=[CH:7][C:2]([S:1][CH2:16][C:17]([O:19][CH2:20][CH3:21])=[O:18])=[CH:3][CH:4]=1, predict the reactants needed to synthesize it. The reactants are: [SH:1][C:2]1[CH:7]=[CH:6][C:5]([OH:8])=[CH:4][CH:3]=1.C(=O)([O-])[O-].[K+].[K+].Br[CH2:16][C:17]([O:19][CH2:20][CH3:21])=[O:18]. (8) Given the product [CH2:1]([O:8][C:9]([N:11]1[C:14]2([CH2:19][CH2:18][CH2:17][N:16]([C:22]3[C:23]4[CH:30]=[CH:29][NH:28][C:24]=4[N:25]=[CH:26][N:27]=3)[CH2:15]2)[CH:13]([CH3:20])[CH2:12]1)=[O:10])[C:2]1[CH:3]=[CH:4][CH:5]=[CH:6][CH:7]=1, predict the reactants needed to synthesize it. The reactants are: [CH2:1]([O:8][C:9]([N:11]1[C:14]2([CH2:19][CH2:18][CH2:17][NH:16][CH2:15]2)[CH:13]([CH3:20])[CH2:12]1)=[O:10])[C:2]1[CH:7]=[CH:6][CH:5]=[CH:4][CH:3]=1.Cl[C:22]1[C:23]2[CH:30]=[CH:29][NH:28][C:24]=2[N:25]=[CH:26][N:27]=1.C(=O)([O-])[O-].[K+].[K+]. (9) Given the product [Cl:22][C:19]1[S:18][C:17]([NH:16][S:13]([C:10]2[CH:11]=[CH:12][C:7]([O:6][C:5]3[CH:25]=[CH:26][C:2]([Cl:1])=[CH:3][C:4]=3[C:36]3[CH:37]=[N:38][NH:39][CH:40]=3)=[C:8]([C:23]#[N:24])[CH:9]=2)(=[O:15])=[O:14])=[N:21][CH:20]=1, predict the reactants needed to synthesize it. The reactants are: [Cl:1][C:2]1[CH:26]=[CH:25][C:5]([O:6][C:7]2[CH:12]=[CH:11][C:10]([S:13]([NH:16][C:17]3[S:18][C:19]([Cl:22])=[CH:20][N:21]=3)(=[O:15])=[O:14])=[CH:9][C:8]=2[C:23]#[N:24])=[C:4](I)[CH:3]=1.CC1(C)C(C)(C)OB([C:36]2[CH:37]=[N:38][NH:39][CH:40]=2)O1.